From a dataset of Catalyst prediction with 721,799 reactions and 888 catalyst types from USPTO. Predict which catalyst facilitates the given reaction. Reactant: [Cl:1][C:2]1[CH:9]=[CH:8][C:5]([CH2:6]N)=[CH:4][CH:3]=1.[NH2:10][C@H:11]([C:25]1[CH:30]=[CH:29][CH:28]=[CH:27][CH:26]=1)[CH2:12][N:13]([CH3:24])[C:14]([C@@H:16]([CH2:21][CH:22]=[CH2:23])[CH2:17][C:18]([OH:20])=O)=[O:15]. Product: [NH2:10][C@H:11]([C:25]1[CH:30]=[CH:29][CH:28]=[CH:27][CH:26]=1)[CH2:12][N:13]([CH3:24])[C:14](=[O:15])[C@H:16]([CH2:17][C:18](=[O:20])[CH2:6][C:5]1[CH:8]=[CH:9][C:2]([Cl:1])=[CH:3][CH:4]=1)[CH2:21][CH:22]=[CH2:23]. The catalyst class is: 3.